From a dataset of Reaction yield outcomes from USPTO patents with 853,638 reactions. Predict the reaction yield, written as a fraction of the theoretical maximum amount of product (1.0 means a 100% yield; for example, 0.34 means a 34% yield). (1) The reactants are Cl.[CH3:2][O:3][C:4](=[O:25])[C@H:5]([CH2:7][C:8]1[CH:13]=[CH:12][C:11]([NH:14][C:15]([C:17]2[C:22]([Cl:23])=[CH:21][CH:20]=[CH:19][C:18]=2[Cl:24])=[O:16])=[CH:10][CH:9]=1)[NH2:6].[CH3:26][O:27][CH2:28][CH2:29][C:30]1([C:35](O)=[O:36])[CH2:34][CH2:33][CH2:32][CH2:31]1.CN(C(ON1N=NC2C=CC=CC1=2)=[N+](C)C)C.F[P-](F)(F)(F)(F)F.C(N(C(C)C)CC)(C)C. The catalyst is CN(C=O)C.C(OCC)(=O)C. The product is [CH3:2][O:3][C:4](=[O:25])[C@H:5]([CH2:7][C:8]1[CH:9]=[CH:10][C:11]([NH:14][C:15]([C:17]2[C:22]([Cl:23])=[CH:21][CH:20]=[CH:19][C:18]=2[Cl:24])=[O:16])=[CH:12][CH:13]=1)[NH:6][C:35]([C:30]1([CH2:29][CH2:28][O:27][CH3:26])[CH2:34][CH2:33][CH2:32][CH2:31]1)=[O:36]. The yield is 0.840. (2) The reactants are [CH3:1][C:2]([CH3:32])([CH3:31])[C:3](=[O:30])[CH2:4][O:5][C:6]1[CH:11]=[CH:10][C:9]([C:12]([C:17]2[S:21][C:20]3[CH:22]=[C:23]([C:26]([OH:28])=[O:27])[CH:24]=[CH:25][C:19]=3[CH:18]=2)([CH2:15][CH3:16])[CH2:13][CH3:14])=[CH:8][C:7]=1[CH3:29].[BH4-].[Na+]. No catalyst specified. The product is [CH2:13]([C:12]([C:17]1[S:21][C:20]2[CH:22]=[C:23]([C:26]([OH:28])=[O:27])[CH:24]=[CH:25][C:19]=2[CH:18]=1)([C:9]1[CH:10]=[CH:11][C:6]([O:5][CH2:4][CH:3]([OH:30])[C:2]([CH3:31])([CH3:32])[CH3:1])=[C:7]([CH3:29])[CH:8]=1)[CH2:15][CH3:16])[CH3:14]. The yield is 0.990. (3) The reactants are [OH:1][C:2]12[CH2:11][CH:6]3[CH2:7][CH:8]([CH2:10][C:4]([NH:12][C:13](=[O:19])[O:14][C:15]([CH3:18])([CH3:17])[CH3:16])([CH2:5]3)[CH2:3]1)[CH2:9]2.C(N(CC)CC)C.[CH3:27][S:28](Cl)(=[O:30])=[O:29]. The catalyst is ClCCl. The product is [CH3:27][S:28]([O:1][C:2]12[CH2:9][CH:8]3[CH2:7][CH:6]([CH2:5][C:4]([NH:12][C:13]([O:14][C:15]([CH3:16])([CH3:18])[CH3:17])=[O:19])([CH2:10]3)[CH2:3]1)[CH2:11]2)(=[O:30])=[O:29]. The yield is 0.400. (4) The yield is 0.510. The product is [OH:1][CH2:2][C:3]([CH3:9])([CH3:8])[C:4]([NH:11][CH3:10])=[O:5]. The reactants are [OH:1][CH2:2][C:3]([CH3:9])([CH3:8])[C:4](OC)=[O:5].[CH3:10][NH2:11]. No catalyst specified. (5) The reactants are [C:1]([C@@:9]([CH2:41][OH:42])([OH:40])[C@:10]([C:32](=[O:39])[C:33]1[CH:38]=[CH:37][CH:36]=[CH:35][CH:34]=1)([OH:31])[C@:11]([C:23](=[O:30])[C:24]1[CH:29]=[CH:28][CH:27]=[CH:26][CH:25]=1)([OH:22])[C:12](C(=O)C1C=CC=CC=1)=[O:13])(=[O:8])[C:2]1[CH:7]=[CH:6][CH:5]=[CH:4][CH:3]=1.[BrH:43].CC(O)=O. The catalyst is ClCCl. The product is [Br:43][C:12]([C@:11]([C:23](=[O:30])[C:24]1[CH:25]=[CH:26][CH:27]=[CH:28][CH:29]=1)([C@:10]([C:32](=[O:39])[C:33]1[CH:38]=[CH:37][CH:36]=[CH:35][CH:34]=1)([C@:9]([C:1](=[O:8])[C:2]1[CH:7]=[CH:6][CH:5]=[CH:4][CH:3]=1)([CH2:41][OH:42])[OH:40])[OH:31])[OH:22])=[O:13]. The yield is 0.840. (6) The reactants are [C:1](/[C:3](=[C:7](/[N:9]1[CH2:14][CH2:13][N:12]([CH3:15])[CH2:11][CH2:10]1)\[CH3:8])/[C:4](=[S:6])[NH2:5])#[N:2].[CH3:16]OC(OC)N(C)C.[OH-].[Na+].Cl[CH2:27][C:28]([NH2:30])=[O:29]. The catalyst is C1(C)C=CC=CC=1.O.CN(C)C=O. The product is [NH2:2][C:1]1[C:3]2[C:4](=[N:5][CH:16]=[CH:8][C:7]=2[N:9]2[CH2:14][CH2:13][N:12]([CH3:15])[CH2:11][CH2:10]2)[S:6][C:27]=1[C:28]([NH2:30])=[O:29]. The yield is 0.260. (7) The reactants are [F:1][C:2]1[CH:11]=[C:10]2[C:5](C(O[Si](C)(C)C)(C#N)[CH2:7][CH2:8][O:9]2)=[CH:4][CH:3]=1.[C:19]([OH:22])(=[O:21])[CH3:20]. The catalyst is Cl.O.C(OCC)(=O)C. The product is [F:1][C:2]1[CH:11]=[C:10]2[C:5]([CH:20]([C:19]([OH:22])=[O:21])[CH2:7][CH2:8][O:9]2)=[CH:4][CH:3]=1. The yield is 0.839. (8) The reactants are [OH:1][C:2]1[CH:9]=[C:8]([O:10][CH2:11][CH2:12][O:13][CH3:14])[CH:7]=[CH:6][C:3]=1[CH:4]=[O:5].C(=O)([O-])[O-].[K+].[K+].[CH2:21](Br)[C:22]1[CH:27]=[CH:26][CH:25]=[CH:24][CH:23]=1.O. The catalyst is CN(C)C=O. The product is [CH2:21]([O:1][C:2]1[CH:9]=[C:8]([O:10][CH2:11][CH2:12][O:13][CH3:14])[CH:7]=[CH:6][C:3]=1[CH:4]=[O:5])[C:22]1[CH:27]=[CH:26][CH:25]=[CH:24][CH:23]=1. The yield is 0.790. (9) The reactants are [NH2:1][C:2]1[CH:3]=[C:4]([CH:7]=[CH:8][CH:9]=1)[C:5]#[N:6].Br.Br[CH:12]([C:14]1[CH:15]=[C:16]([C:31]([N:33]([CH3:35])[CH3:34])=[O:32])[CH:17]=[C:18]2[C:23]=1[O:22][C:21]([N:24]1[CH2:29][CH2:28][O:27][CH2:26][CH2:25]1)=[CH:20][C:19]2=[O:30])[CH3:13]. No catalyst specified. The product is [C:5]([C:4]1[CH:3]=[C:2]([NH:1][CH:12]([C:14]2[CH:15]=[C:16]([C:31]([N:33]([CH3:35])[CH3:34])=[O:32])[CH:17]=[C:18]3[C:23]=2[O:22][C:21]([N:24]2[CH2:29][CH2:28][O:27][CH2:26][CH2:25]2)=[CH:20][C:19]3=[O:30])[CH3:13])[CH:9]=[CH:8][CH:7]=1)#[N:6]. The yield is 0.480.